This data is from Full USPTO retrosynthesis dataset with 1.9M reactions from patents (1976-2016). The task is: Predict the reactants needed to synthesize the given product. (1) Given the product [F:12][C:13]1[CH:14]=[CH:15][C:16]([C:19]2[O:23][N:22]=[C:21]([CH2:24][NH:11][C:8]34[CH2:10][CH:4]5[CH2:5][CH:6]([CH2:1][CH:2]([CH2:3]5)[CH2:9]3)[CH2:7]4)[CH:20]=2)=[CH:17][CH:18]=1, predict the reactants needed to synthesize it. The reactants are: [CH2:1]1[CH:6]2[CH2:7][C:8]3([NH2:11])[CH2:10][CH:4]([CH2:5]2)[CH2:3][CH:2]1[CH2:9]3.[F:12][C:13]1[CH:18]=[CH:17][C:16]([C:19]2[O:23][N:22]=[C:21]([CH:24]=O)[CH:20]=2)=[CH:15][CH:14]=1. (2) Given the product [CH3:30][C:21]([N:31]1[CH2:32][CH2:33][CH2:34][CH2:35]1)([CH3:20])[CH:22]([NH:29][C:5](=[O:6])[C:4]1[C:8]([C:16]([F:19])([F:18])[F:17])=[CH:9][C:10]([C:12]([F:15])([F:14])[F:13])=[CH:11][C:3]=1[S:2][CH3:1])[C:23]1[CH:28]=[CH:27][CH:26]=[CH:25][CH:24]=1, predict the reactants needed to synthesize it. The reactants are: [CH3:1][S:2][C:3]1[CH:11]=[C:10]([C:12]([F:15])([F:14])[F:13])[CH:9]=[C:8]([C:16]([F:19])([F:18])[F:17])[C:4]=1[C:5](Cl)=[O:6].[CH3:20][C:21]([N:31]1[CH2:35][CH2:34][CH2:33][CH2:32]1)([CH3:30])[CH:22]([NH2:29])[C:23]1[CH:28]=[CH:27][CH:26]=[CH:25][CH:24]=1.